From a dataset of Catalyst prediction with 721,799 reactions and 888 catalyst types from USPTO. Predict which catalyst facilitates the given reaction. (1) Reactant: [C:1]([C:5]1[CH:6]=[C:7]([CH:9]=[C:10]([I:14])[C:11]=1[O:12][CH3:13])[NH2:8])([CH3:4])([CH3:3])[CH3:2].[N:15]([CH2:18][C:19]([O:21][CH2:22][CH3:23])=[O:20])=[C:16]=[O:17]. Product: [C:1]([C:5]1[CH:6]=[C:7]([NH:8][C:16](=[O:17])[NH:15][CH2:18][C:19]([O:21][CH2:22][CH3:23])=[O:20])[CH:9]=[C:10]([I:14])[C:11]=1[O:12][CH3:13])([CH3:4])([CH3:2])[CH3:3]. The catalyst class is: 12. (2) Reactant: [H-].[Na+].[F:3][C:4]1[CH:9]=[CH:8][CH:7]=[CH:6][C:5]=1[CH2:10][C:11](=[O:13])[CH3:12].[CH2:14]([O:16][CH:17]([O:20][CH2:21][CH3:22])[CH2:18]Br)[CH3:15].O. Product: [CH2:14]([O:16][CH:17]([O:20][CH2:21][CH3:22])[CH2:18][CH:10]([C:5]1[CH:6]=[CH:7][CH:8]=[CH:9][C:4]=1[F:3])[C:11](=[O:13])[CH3:12])[CH3:15]. The catalyst class is: 3. (3) Reactant: [F:1][C:2]1[CH:3]=[C:4]([C@@H:12]([C:14]2[C:19]([C:20]([F:23])([F:22])[F:21])=[CH:18][CH:17]=[CH:16][N:15]=2)[NH2:13])[CH:5]=[CH:6][C:7]=1[C:8]([F:11])([F:10])[F:9].CCN(C(C)C)C(C)C.[N:33]1([C:39](Cl)=[O:40])[CH2:38][CH2:37][O:36][CH2:35][CH2:34]1.CN([CH:45]=[O:46])C. Product: [F:9][C:8]([F:11])([F:10])[C:45]([OH:46])=[O:36].[F:1][C:2]1[CH:3]=[C:4]([C@@H:12]([C:14]2[C:19]([C:20]([F:23])([F:21])[F:22])=[CH:18][CH:17]=[CH:16][N:15]=2)[NH:13][C:39]([N:33]2[CH2:38][CH2:37][O:36][CH2:35][CH2:34]2)=[O:40])[CH:5]=[CH:6][C:7]=1[C:8]([F:11])([F:9])[F:10]. The catalyst class is: 2. (4) Reactant: [CH3:1][O:2][CH2:3][C:4]1[CH:10]=[C:9]([N:11]=NC2C=CC=CC=2COC)[CH:8]=[CH:7][C:5]=1[NH2:6].C([O-])=O.[NH4+]. Product: [CH3:1][O:2][CH2:3][C:4]1[CH:10]=[C:9]([NH2:11])[CH:8]=[CH:7][C:5]=1[NH2:6]. The catalyst class is: 284. (5) Reactant: [Cl:1][C:2]1[S:6][C:5]([C:7]2[CH:8]=[C:9]([N:13]3[C:17]4[CH:18]=[CH:19][C:20]([CH:22](O)[CH3:23])=[CH:21][C:16]=4[N:15]=[CH:14]3)[CH:10]=[CH:11][CH:12]=2)=[N:4][CH:3]=1.C1(C)C=CC=CC=1.[N:32]12CCCN=C1CCCCC2.C1(P(N=[N+]=[N-])(C2C=CC=CC=2)=O)C=CC=CC=1. Product: [Cl:1][C:2]1[S:6][C:5]([C:7]2[CH:8]=[C:9]([N:13]3[C:17]4[CH:18]=[CH:19][C:20]([CH:22]([NH2:32])[CH3:23])=[CH:21][C:16]=4[N:15]=[CH:14]3)[CH:10]=[CH:11][CH:12]=2)=[N:4][CH:3]=1. The catalyst class is: 1. (6) Reactant: [Cl-].[NH4+:2].[OH-].[Na+].[C:5]12([CH2:16][C:15](=[O:17])[O:14][C:12](=[O:13])[CH2:11]1)[CH2:10][CH2:9][CH2:8][CH2:7][CH2:6]2.Cl. Product: [C:5]1([CH2:16][C:15]([OH:14])=[O:17])([CH2:11][C:12]([NH2:2])=[O:13])[CH2:10][CH2:9][CH2:8][CH2:7][CH2:6]1. The catalyst class is: 6. (7) Reactant: Br[C:2]1[C:11]([O:12][CH3:13])=[CH:10][CH:9]=[C:8]2[C:3]=1[CH:4]=[CH:5][N:6]=[C:7]2[O:14][CH:15]1[CH2:32][CH:31]2[N:17]([C:18](=[O:44])[N:19]([CH3:43])[CH2:20][CH2:21][CH2:22][CH2:23][CH:24]=[CH:25][CH:26]3[C:28]([C:34]([NH:36][S:37]([CH:40]4[CH2:42][CH2:41]4)(=[O:39])=[O:38])=[O:35])([NH:29][C:30]2=[O:33])[CH2:27]3)[CH2:16]1.C[C:46]1[N:51]=[CH:50][C:49](B(O)O)=[CH:48][CH:47]=1.[C:55](=O)([O-])[O-].[Na+].[Na+]. Product: [CH3:55][C:48]1[CH:47]=[CH:46][N:51]=[CH:50][C:49]=1[C:2]1[C:11]([O:12][CH3:13])=[CH:10][CH:9]=[C:8]2[C:3]=1[CH:4]=[CH:5][N:6]=[C:7]2[O:14][CH:15]1[CH2:32][CH:31]2[N:17]([C:18](=[O:44])[N:19]([CH3:43])[CH2:20][CH2:21][CH2:22][CH2:23][CH:24]=[CH:25][CH:26]3[C:28]([C:34]([NH:36][S:37]([CH:40]4[CH2:41][CH2:42]4)(=[O:39])=[O:38])=[O:35])([NH:29][C:30]2=[O:33])[CH2:27]3)[CH2:16]1. The catalyst class is: 3. (8) Reactant: [O:1]1[CH:5]=[CH:4][CH:3]=[C:2]1[C:6]1[CH:11]=[C:10](S(C)=O)[N:9]=[C:8]([NH2:15])[N:7]=1.[OH:16][CH2:17][CH2:18][C:19]1[CH:24]=[CH:23][CH:22]=[CH:21][N:20]=1.C1CCN2C(=NCCC2)CC1. Product: [O:1]1[CH:5]=[CH:4][CH:3]=[C:2]1[C:6]1[CH:11]=[C:10]([O:16][CH2:17][CH2:18][C:19]2[CH:24]=[CH:23][CH:22]=[CH:21][N:20]=2)[N:9]=[C:8]([NH2:15])[N:7]=1. The catalyst class is: 57.